Dataset: Forward reaction prediction with 1.9M reactions from USPTO patents (1976-2016). Task: Predict the product of the given reaction. The product is: [Cl:1][C:2]1[C:3]2[N:4]([CH:14]=[C:15]([C:16]([OH:18])=[O:17])[N:12]=2)[CH:5]=[C:6]([O:8][CH:9]([CH3:10])[CH3:11])[CH:7]=1. Given the reactants [Cl:1][C:2]1[C:3]([NH2:12])=[N:4][CH:5]=[C:6]([O:8][CH:9]([CH3:11])[CH3:10])[CH:7]=1.Br[CH2:14][C:15](=O)[C:16]([O:18]CC)=[O:17].O.[OH-].[Na+], predict the reaction product.